Dataset: Peptide-MHC class II binding affinity with 134,281 pairs from IEDB. Task: Regression. Given a peptide amino acid sequence and an MHC pseudo amino acid sequence, predict their binding affinity value. This is MHC class II binding data. (1) The peptide sequence is FCVKVLAPYMPDVLE. The MHC is HLA-DQA10201-DQB10303 with pseudo-sequence HLA-DQA10201-DQB10303. The binding affinity (normalized) is 0.508. (2) The peptide sequence is REALAQTHSAIAVII. The MHC is DRB1_1201 with pseudo-sequence DRB1_1201. The binding affinity (normalized) is 0.346.